From a dataset of Reaction yield outcomes from USPTO patents with 853,638 reactions. Predict the reaction yield, written as a fraction of the theoretical maximum amount of product (1.0 means a 100% yield; for example, 0.34 means a 34% yield). (1) The reactants are [OH:1][C:2]1[CH:24]=[CH:23][C:5]2[N:6]=[C:7]([C:9]3[S:13][C:12]([C:14]([N:16]4[CH2:21][CH2:20][N:19]([CH3:22])[CH2:18][CH2:17]4)=[O:15])=[CH:11][CH:10]=3)[S:8][C:4]=2[CH:3]=1.C1N2CN3CN(C2)CN1C3.FC(F)(F)[C:37](O)=[O:38].C([O-])(O)=O.[Na+]. The catalyst is O. The product is [OH:1][C:2]1[CH:24]=[CH:23][C:5]2[N:6]=[C:7]([C:9]3[S:13][C:12]([C:14]([N:16]4[CH2:17][CH2:18][N:19]([CH3:22])[CH2:20][CH2:21]4)=[O:15])=[CH:11][CH:10]=3)[S:8][C:4]=2[C:3]=1[CH:37]=[O:38]. The yield is 0.100. (2) The reactants are [CH3:1][O:2][C:3]1[CH:8]=[CH:7][C:6](B(O)O)=[CH:5][CH:4]=1.Br[C:13]1[O:17][C:16]([CH:18]=[O:19])=[CH:15][CH:14]=1.C1(P(C2C=CC=CC=2)C2C=CC=CC=2)C=CC=CC=1.C(=O)(O)[O-].[Na+]. The catalyst is CC(O)=O.CC(O)=O.[Pd].O.C(OCC)(=O)C.C(O)C.C1(C)C=CC=CC=1. The product is [CH3:1][O:2][C:3]1[CH:8]=[CH:7][C:6]([C:13]2[O:17][C:16]([CH:18]=[O:19])=[CH:15][CH:14]=2)=[CH:5][CH:4]=1. The yield is 0.790. (3) The reactants are [Br:1][C:2]1[CH:7]=[CH:6][C:5]([S:8](Cl)(=[O:10])=[O:9])=[CH:4][CH:3]=1.C(N(CC)CC)C.[NH2:19][CH2:20][C@H:21]([OH:23])[CH3:22]. The catalyst is ClCCl. The product is [Br:1][C:2]1[CH:7]=[CH:6][C:5]([S:8]([NH:19][CH2:20][C@@H:21]([OH:23])[CH3:22])(=[O:10])=[O:9])=[CH:4][CH:3]=1. The yield is 0.660. (4) The reactants are [F:1][C:2]1[CH:7]=[CH:6][CH:5]=[CH:4][C:3]=1[CH:8]([C:12]([OH:14])=[O:13])[C:9]([OH:11])=[O:10].S(Cl)(Cl)=O.[N+:19]([C:22]1[CH:27]=[CH:26][C:25](O)=[CH:24][CH:23]=1)([O-:21])=[O:20]. The catalyst is C1(C)C=CC=CC=1.CN(C)C=O. The product is [F:1][C:2]1[CH:7]=[CH:6][CH:5]=[CH:4][C:3]=1[CH:8]([C:9]([O:11][C:25]1[CH:26]=[CH:27][C:22]([N+:19]([O-:21])=[O:20])=[CH:23][CH:24]=1)=[O:10])[C:12]([O:14][C:25]1[CH:26]=[CH:27][C:22]([N+:19]([O-:21])=[O:20])=[CH:23][CH:24]=1)=[O:13]. The yield is 0.716. (5) The reactants are Cl[C:2]1[CH:7]=[CH:6][C:5]([C:8]([F:11])([F:10])[F:9])=[CH:4][N:3]=1.[NH2:12][NH2:13]. The catalyst is C(O)C. The product is [NH:12]([C:2]1[CH:7]=[CH:6][C:5]([C:8]([F:11])([F:10])[F:9])=[CH:4][N:3]=1)[NH2:13]. The yield is 0.430.